This data is from Catalyst prediction with 721,799 reactions and 888 catalyst types from USPTO. The task is: Predict which catalyst facilitates the given reaction. (1) Reactant: [OH:1][C:2]1[C:3]([C:21](O)=[O:22])=[N:4][C:5]([N:12]2[CH2:17][CH2:16][CH2:15][N:14]([CH3:18])[S:13]2(=[O:20])=[O:19])=[C:6]2[C:11]=1[N:10]=[CH:9][CH:8]=[CH:7]2.[Cl-].[CH3:25][NH:26][C:27]([C:29]1[CH:34]=[C:33]([F:35])[CH:32]=[CH:31][C:30]=1[CH2:36][NH3+:37])=[O:28].Cl.CN(C)CCCN=C=NCC.ON1C2N=CC=CC=2N=N1.C(N(C(C)C)CC)(C)C. Product: [F:35][C:33]1[CH:32]=[CH:31][C:30]([CH2:36][NH:37][C:21]([C:3]2[C:2]([OH:1])=[C:11]3[C:6]([CH:7]=[CH:8][CH:9]=[N:10]3)=[C:5]([N:12]3[CH2:17][CH2:16][CH2:15][N:14]([CH3:18])[S:13]3(=[O:19])=[O:20])[N:4]=2)=[O:22])=[C:29]([C:27]([NH:26][CH3:25])=[O:28])[CH:34]=1. The catalyst class is: 3. (2) Reactant: [N:1]([CH2:4][CH2:5][S:6][CH2:7][CH:8]1[CH2:10][CH2:9]1)=[C:2]=[O:3].[CH3:11][NH:12][NH2:13].[CH2:14]([O:16][C:17](=[O:25])[C:18](=O)[C:19](OCC)=[O:20])[CH3:15].C1(C)C=CC(S(O)(=O)=O)=CC=1.N12CCCN=C1CCCCC2. Product: [CH:8]1([CH2:7][S:6][CH2:5][CH2:4][N:1]2[C:19](=[O:20])[C:18]([C:17]([O:16][CH2:14][CH3:15])=[O:25])=[N:13][N:12]([CH3:11])[C:2]2=[O:3])[CH2:10][CH2:9]1. The catalyst class is: 93.